Predict the reactants needed to synthesize the given product. From a dataset of Full USPTO retrosynthesis dataset with 1.9M reactions from patents (1976-2016). (1) Given the product [F:15][CH2:14][CH2:13][O:1][C:2]1[CH:3]=[CH:4][C:5]([C:6]([O:8][CH3:9])=[O:7])=[CH:10][CH:11]=1, predict the reactants needed to synthesize it. The reactants are: [OH:1][C:2]1[CH:11]=[CH:10][C:5]([C:6]([O:8][CH3:9])=[O:7])=[CH:4][CH:3]=1.Br[CH2:13][CH2:14][F:15].C(=O)([O-])[O-].[K+].[K+].O. (2) Given the product [C:27]([O:31][C:23](=[O:24])[CH2:22][NH:21][C:19]1[N:18]=[C:17]([O:25][CH3:26])[N:16]=[C:15]([NH:14][CH:11]2[CH2:10][CH2:9][NH:8][CH2:13][CH2:12]2)[N:20]=1)([CH3:30])([CH3:29])[CH3:28], predict the reactants needed to synthesize it. The reactants are: C(OC([N:8]1[CH2:13][CH2:12][CH:11]([NH:14][C:15]2[N:20]=[C:19]([NH:21][CH2:22][CH2:23][OH:24])[N:18]=[C:17]([O:25][CH3:26])[N:16]=2)[CH2:10][CH2:9]1)=O)(C)(C)C.[C:27]([O:31]C(N1CCC(NC2N=C(Cl)N=C(OC)N=2)CC1)=O)([CH3:30])([CH3:29])[CH3:28].NCC(OC(C)(C)C)=O.C(N(C(C)C)C(C)C)C.Cl.COC1N=C(NC2CCNCC2)N=C(NCCO)N=1.